This data is from Reaction yield outcomes from USPTO patents with 853,638 reactions. The task is: Predict the reaction yield, written as a fraction of the theoretical maximum amount of product (1.0 means a 100% yield; for example, 0.34 means a 34% yield). (1) The reactants are [CH2:1]([N:8]1[C:12]([CH3:13])=[C:11]([CH:14]=[O:15])[C:10](=[O:16])[N:9]1[C:17]1[CH:22]=[CH:21][CH:20]=[CH:19][CH:18]=1)C1C=CC=CC=1.[O-:23]Cl=O.[Na+]. The catalyst is C(O)CCC. The product is [CH3:1][N:8]1[C:12]([CH3:13])=[C:11]([C:14]([OH:15])=[O:23])[C:10](=[O:16])[N:9]1[C:17]1[CH:22]=[CH:21][CH:20]=[CH:19][CH:18]=1. The yield is 0.750. (2) The reactants are Cl[C:2]1[CH:11]=[N:10][C:9]2[C:4](=[CH:5][CH:6]=[CH:7][CH:8]=2)[N:3]=1.[NH2:12][CH2:13][CH:14]([NH:18][C:19](=[O:25])[O:20][C:21]([CH3:24])([CH3:23])[CH3:22])[CH:15]([CH3:17])[CH3:16].C(N(C(C)C)CC)(C)C. The catalyst is CN(C)C=O. The product is [C:21]([O:20][C:19](=[O:25])[NH:18][CH:14]([CH:15]([CH3:16])[CH3:17])[CH2:13][NH:12][C:2]1[CH:11]=[N:10][C:9]2[C:4](=[CH:5][CH:6]=[CH:7][CH:8]=2)[N:3]=1)([CH3:24])([CH3:23])[CH3:22]. The yield is 0.250. (3) The reactants are [NH:1]1[C:5]2=[N:6][CH:7]=[C:8]([OH:10])[CH:9]=[C:4]2[CH:3]=[CH:2]1.N1C=CN=C1.[CH:16]([Si:19](Cl)([CH:23]([CH3:25])[CH3:24])[CH:20]([CH3:22])[CH3:21])([CH3:18])[CH3:17].ClCCl. The catalyst is CN(C)C=O. The product is [CH:16]([Si:19]([CH:23]([CH3:25])[CH3:24])([CH:20]([CH3:22])[CH3:21])[O:10][C:8]1[CH:9]=[C:4]2[CH:3]=[CH:2][NH:1][C:5]2=[N:6][CH:7]=1)([CH3:18])[CH3:17]. The yield is 0.400. (4) The reactants are C(OC([N:8]1[CH2:13][CH2:12][CH:11]([C:14]2[C:22]3[C:17](=[CH:18][CH:19]=[C:20]([Cl:23])[CH:21]=3)[NH:16][CH:15]=2)[CH2:10][CH2:9]1)=O)(C)(C)C.C(O)(C(F)(F)F)=O.C(Cl)Cl. No catalyst specified. The product is [Cl:23][C:20]1[CH:21]=[C:22]2[C:17](=[CH:18][CH:19]=1)[NH:16][CH:15]=[C:14]2[CH:11]1[CH2:12][CH2:13][NH:8][CH2:9][CH2:10]1. The yield is 0.970.